This data is from Full USPTO retrosynthesis dataset with 1.9M reactions from patents (1976-2016). The task is: Predict the reactants needed to synthesize the given product. (1) Given the product [NH2:16][C@H:13]1[CH2:14][CH2:15][N:11]([C@@H:2]([CH3:1])[C:3]([N:5]2[CH2:6][CH2:7][O:8][CH2:9][CH2:10]2)=[O:4])[C:12]1=[O:27], predict the reactants needed to synthesize it. The reactants are: [CH3:1][C@H:2]([N:11]1[CH2:15][CH2:14][C@H:13]([NH:16]C(=O)OCC2C=CC=CC=2)[C:12]1=[O:27])[C:3]([N:5]1[CH2:10][CH2:9][O:8][CH2:7][CH2:6]1)=[O:4]. (2) The reactants are: [N:1]([C:4]1[S:5][C:6]([CH3:19])=[C:7]([C:13]2[CH:18]=[CH:17][CH:16]=[CH:15][CH:14]=2)[C:8]=1[C:9]([O:11]C)=O)=[C:2]=[S:3].[CH3:20][C:21]1[N:22]=[CH:23][N:24]([CH2:26][CH2:27][CH2:28][NH2:29])[CH:25]=1. Given the product [CH3:19][C:6]1[S:5][C:4]2[NH:1][C:2](=[S:3])[N:29]([CH2:28][CH2:27][CH2:26][N:24]3[CH:25]=[C:21]([CH3:20])[N:22]=[CH:23]3)[C:9](=[O:11])[C:8]=2[C:7]=1[C:13]1[CH:18]=[CH:17][CH:16]=[CH:15][CH:14]=1, predict the reactants needed to synthesize it. (3) The reactants are: [Cl:1][C:2]1[N:3]=[N:4][C:5]([Cl:11])=[CH:6][C:7]=1[C:8](O)=[O:9].C(N1C=CN=C1)(N1C=CN=C1)=O.[NH2:24][C:25]1[C:33]([NH2:34])=[CH:32][CH:31]=[CH:30][C:26]=1[C:27]([NH2:29])=[O:28]. Given the product [NH2:24][C:25]1[C:26]([C:27](=[O:28])[NH2:29])=[CH:30][CH:31]=[CH:32][C:33]=1[NH:34][C:8]([C:7]1[CH:6]=[C:5]([Cl:11])[N:4]=[N:3][C:2]=1[Cl:1])=[O:9], predict the reactants needed to synthesize it. (4) Given the product [Si:1]([O:8][CH2:9][CH2:10][C@@H:11]([NH:15][C:16]1[CH:21]=[CH:20][C:19]([C:22]#[N:23])=[C:18]([Cl:24])[C:17]=1[CH3:25])[C:12]([NH:35][NH:34][C:32](=[O:33])[C:31]1[CH:30]=[CH:29][C:28]([C:26]#[N:27])=[CH:37][CH:36]=1)=[O:14])([C:4]([CH3:7])([CH3:5])[CH3:6])([CH3:2])[CH3:3], predict the reactants needed to synthesize it. The reactants are: [Si:1]([O:8][CH2:9][CH2:10][C@@H:11]([NH:15][C:16]1[CH:21]=[CH:20][C:19]([C:22]#[N:23])=[C:18]([Cl:24])[C:17]=1[CH3:25])[C:12]([OH:14])=O)([C:4]([CH3:7])([CH3:6])[CH3:5])([CH3:3])[CH3:2].[C:26]([C:28]1[CH:37]=[CH:36][C:31]([C:32]([NH:34][NH2:35])=[O:33])=[CH:30][CH:29]=1)#[N:27].OC1C2N=NNC=2C=CC=1.Cl.CN(C)CCCN=C=NCC. (5) Given the product [Br:19][C:3]1[CH:4]=[C:5]2[C:10](=[CH:11][C:2]=1[F:1])[O:9][CH2:8][CH2:7][CH2:6]2, predict the reactants needed to synthesize it. The reactants are: [F:1][C:2]1[CH:11]=[C:10]2[C:5]([CH2:6][CH2:7][CH2:8][O:9]2)=[CH:4][CH:3]=1.C1C(=O)N([Br:19])C(=O)C1. (6) Given the product [C:1]([O:5][C:6]([NH:8][CH2:9][CH2:10][CH2:11][CH:12]([NH:17][C:18]([C:20]1[C:21](=[O:37])[N:22]([CH2:26][C:27]2[CH:32]=[CH:31][CH:30]=[C:29]([C:33]([F:34])([F:35])[F:36])[CH:28]=2)[CH:23]=[CH:24][CH:25]=1)=[O:19])[C:13]([OH:15])=[O:14])=[O:7])([CH3:4])([CH3:2])[CH3:3], predict the reactants needed to synthesize it. The reactants are: [C:1]([O:5][C:6]([NH:8][CH2:9][CH2:10][CH2:11][C@H:12]([NH:17][C:18]([C:20]1[C:21](=[O:37])[N:22]([CH2:26][C:27]2[CH:32]=[CH:31][CH:30]=[C:29]([C:33]([F:36])([F:35])[F:34])[CH:28]=2)[CH:23]=[CH:24][CH:25]=1)=[O:19])[C:13]([O:15]C)=[O:14])=[O:7])([CH3:4])([CH3:3])[CH3:2].[OH-].[Na+]. (7) Given the product [S:7]([C:10]1[CH2:15][CH:17]([OH:20])[CH:13]([OH:25])[CH2:12][CH:11]=1)([C:4]1[CH:5]=[CH:6][C:1]([CH3:16])=[CH:2][CH:3]=1)(=[O:9])=[O:8], predict the reactants needed to synthesize it. The reactants are: [C:1]1([CH3:16])[CH:6]=[CH:5][C:4]([S:7]([C:10]2[CH2:15]C[CH:13]=[CH:12][CH:11]=2)(=[O:9])=[O:8])=[CH:3][CH:2]=1.[C:17]([O-:20])([O-])=O.[K+].[K+].CS(N)(=O)=[O:25]. (8) Given the product [ClH:26].[NH2:12][CH:10]([C:5]1[CH:4]=[C:3]([CH:8]=[C:7]([F:9])[CH:6]=1)[C:1]#[N:2])[CH3:11], predict the reactants needed to synthesize it. The reactants are: [C:1]([C:3]1[CH:4]=[C:5]([CH:10]([NH:12]C(=O)OC(C)(C)C)[CH3:11])[CH:6]=[C:7]([F:9])[CH:8]=1)#[N:2].O1CCOCC1.[ClH:26]. (9) Given the product [NH2:7][C:4]1[CH:5]=[CH:6][C:1]([NH:8][C:9](=[O:15])/[CH:10]=[CH:11]\[C:12]([O-:14])=[O:13])=[CH:2][CH:3]=1.[Li+:17], predict the reactants needed to synthesize it. The reactants are: [C:1]1([NH2:8])[CH:6]=[CH:5][C:4]([NH2:7])=[CH:3][CH:2]=1.[C:9]1(=[O:15])[O:14][C:12](=[O:13])[CH:11]=[CH:10]1.[OH-].[Li+:17].